From a dataset of Forward reaction prediction with 1.9M reactions from USPTO patents (1976-2016). Predict the product of the given reaction. (1) The product is: [CH3:66][NH:65][CH2:64][CH2:63][CH2:62][C:44]1([CH2:42][CH2:43][CH3:1])[CH2:53][C:52]2[C:47](=[CH:48][CH:49]=[CH:50][CH:51]=2)[N:46]([C:54]2[CH:55]=[CH:56][C:57]([CH3:60])=[CH:58][CH:59]=2)[C:45]1=[O:61]. Given the reactants [CH2:1](C1CC2C(=CC=CC=2)N(C2C=CC(C)=CC=2)C1=O)CC.C(C1CC2C(=CC=CC=2)N(C2C=CC(C)=CC=2)C1=O)C.[CH2:42]([C:44]1([CH2:62][CH2:63][CH2:64][NH:65][CH3:66])[CH2:53][C:52]2[C:47](=[CH:48][CH:49]=[CH:50][CH:51]=2)[N:46]([C:54]2[CH:59]=[CH:58][C:57]([CH3:60])=[CH:56][CH:55]=2)[C:45]1=[O:61])[CH3:43], predict the reaction product. (2) Given the reactants [Br:1][C:2]1[CH:7]=[C:6]([F:8])[CH:5]=[CH:4][C:3]=1[F:9].[Cl-].[Al+3].[Cl-].[Cl-].[C:14](Cl)(=[O:16])[CH3:15].Cl, predict the reaction product. The product is: [Br:1][C:2]1[C:3]([F:9])=[CH:4][C:5]([C:14](=[O:16])[CH3:15])=[C:6]([F:8])[CH:7]=1. (3) The product is: [NH2:45][S:42]([C:37]1[C:36]([OH:46])=[C:35]([NH:34][C:32]([NH:29][C:6]2[C:2]([CH3:1])=[N:3][O:4][CH:5]=2)=[O:17])[CH:40]=[CH:39][C:38]=1[Cl:41])(=[O:44])=[O:43]. Given the reactants [CH3:1][C:2]1[C:6](C(O)=O)=[CH:5][O:4][N:3]=1.C1(P(N=[N+]=[N-])(C2C=CC=CC=2)=[O:17])C=CC=CC=1.C([N:29]([CH2:32]C)CC)C.[NH2:34][C:35]1[C:36]([OH:46])=[C:37]([S:42]([NH2:45])(=[O:44])=[O:43])[C:38]([Cl:41])=[CH:39][CH:40]=1, predict the reaction product. (4) Given the reactants [F:1][C:2]1[CH:10]=[CH:9][C:8]([O:11][CH3:12])=[CH:7][C:3]=1[C:4](Cl)=[O:5].C(=O)([O-])[O-].[Na+].[Na+].[C:19]1([C:25]([NH:34][CH2:35][C:36]2[CH:41]=[CH:40][C:39]([O:42][CH3:43])=[CH:38][CH:37]=2)([C:28]2[CH:33]=[CH:32][CH:31]=[CH:30][CH:29]=2)[PH2:26]=[O:27])[CH:24]=[CH:23][CH:22]=[CH:21][CH:20]=1, predict the reaction product. The product is: [C:28]1([C:25]([C:19]2[CH:20]=[CH:21][CH:22]=[CH:23][CH:24]=2)([PH2:26]=[O:27])[N:34]([CH2:35][C:36]2[CH:41]=[CH:40][C:39]([O:42][CH3:43])=[CH:38][CH:37]=2)[C:4](=[O:5])[C:3]2[CH:7]=[C:8]([O:11][CH3:12])[CH:9]=[CH:10][C:2]=2[F:1])[CH:29]=[CH:30][CH:31]=[CH:32][CH:33]=1. (5) The product is: [CH2:1]([O:8][C@H:9]1[CH2:12][CH2:11][C@H:10]1[NH:14][CH2:15][CH2:16][OH:17])[C:2]1[CH:7]=[CH:6][CH:5]=[CH:4][CH:3]=1. Given the reactants [CH2:1]([O:8][CH:9]1[CH2:12][CH2:11][C:10]1=O)[C:2]1[CH:7]=[CH:6][CH:5]=[CH:4][CH:3]=1.[NH2:14][CH2:15][CH2:16][OH:17].C(O)(=O)C.C(O[BH-](OC(=O)C)OC(=O)C)(=O)C.[Na+].[OH-].[Na+], predict the reaction product.